From a dataset of Experimentally validated miRNA-target interactions with 360,000+ pairs, plus equal number of negative samples. Binary Classification. Given a miRNA mature sequence and a target amino acid sequence, predict their likelihood of interaction. The miRNA is hsa-miR-1255b-5p with sequence CGGAUGAGCAAAGAAAGUGGUU. The protein sequence of the target gene is MAENHCELLSPARGGIGAGLGGGLCRRCSAGLGALAQRPGSVSKWVRLNVGGTYFLTTRQTLCRDPKSFLYRLCQADPDLDSDKDETGAYLIDRDPTYFGPVLNYLRHGKLVINKDLAEEGVLEEAEFYNITSLIKLVKDKIRERDSKTSQVPVKHVYRVLQCQEEELTQMVSTMSDGWKFEQLVSIGSSYNYGNEDQAEFLCVVSKELHNTPYGTASEPSEKAKILQERGSRM. Result: 1 (interaction).